Dataset: Peptide-MHC class I binding affinity with 185,985 pairs from IEDB/IMGT. Task: Regression. Given a peptide amino acid sequence and an MHC pseudo amino acid sequence, predict their binding affinity value. This is MHC class I binding data. (1) The peptide sequence is TFMIITSTK. The MHC is HLA-A02:06 with pseudo-sequence HLA-A02:06. The binding affinity (normalized) is 0. (2) The peptide sequence is SGYYSTTIR. The MHC is HLA-A24:02 with pseudo-sequence HLA-A24:02. The binding affinity (normalized) is 0. (3) The binding affinity (normalized) is 0.921. The MHC is Mamu-B52 with pseudo-sequence Mamu-B52. The peptide sequence is RQFPTAFLF.